This data is from Full USPTO retrosynthesis dataset with 1.9M reactions from patents (1976-2016). The task is: Predict the reactants needed to synthesize the given product. The reactants are: [BH4-].[Na+].[Cl:3][C:4]1[CH:9]=[C:8]([Cl:10])[CH:7]=[CH:6][C:5]=1[C:11]1[N:12]2[N:19]=[C:18]([CH3:20])[C:17]([N+:21]([O-])=O)=[C:13]2[O:14][C:15]=1[CH3:16]. Given the product [Cl:3][C:4]1[CH:9]=[C:8]([Cl:10])[CH:7]=[CH:6][C:5]=1[C:11]1[N:12]2[N:19]=[C:18]([CH3:20])[C:17]([NH2:21])=[C:13]2[O:14][C:15]=1[CH3:16], predict the reactants needed to synthesize it.